Dataset: Forward reaction prediction with 1.9M reactions from USPTO patents (1976-2016). Task: Predict the product of the given reaction. (1) The product is: [CH3:1][O:2][CH:3]1[CH2:7][CH2:6][N:5]([C:8]([C:10]2[S:18][C:17]3[C:12](=[N:13][CH:14]=[CH:15][C:16]=3[O:19][C:20]3[CH:33]=[CH:32][C:23]4[C:24]([C:28]([OH:30])=[O:29])=[C:25]([CH3:27])[O:26][C:22]=4[CH:21]=3)[CH:11]=2)=[O:9])[CH2:4]1. Given the reactants [CH3:1][O:2][CH:3]1[CH2:7][CH2:6][N:5]([C:8]([C:10]2[S:18][C:17]3[C:12](=[N:13][CH:14]=[CH:15][C:16]=3[O:19][C:20]3[CH:33]=[CH:32][C:23]4[C:24]([C:28]([O:30]C)=[O:29])=[C:25]([CH3:27])[O:26][C:22]=4[CH:21]=3)[CH:11]=2)=[O:9])[CH2:4]1.O.[OH-].[Li+], predict the reaction product. (2) Given the reactants Cl[C:2]1[N:7]=[C:6]([NH:8][C:9]2[CH:14]=[CH:13][C:12]([O:15][CH2:16][C:17]#[CH:18])=[CH:11][CH:10]=2)[C:5]([F:19])=[CH:4][N:3]=1.[NH2:20][S:21]([C:24]1[CH:25]=[C:26]([CH:28]=[CH:29][C:30]=1[CH3:31])[NH2:27])(=[O:23])=[O:22].FC(F)(F)C(O)=O.CC(O)C, predict the reaction product. The product is: [NH2:20][S:21]([C:24]1[CH:25]=[C:26]([NH:27][C:2]2[N:7]=[C:6]([NH:8][C:9]3[CH:14]=[CH:13][C:12]([O:15][CH2:16][C:17]#[CH:18])=[CH:11][CH:10]=3)[C:5]([F:19])=[CH:4][N:3]=2)[CH:28]=[CH:29][C:30]=1[CH3:31])(=[O:22])=[O:23]. (3) Given the reactants [H-].[Na+].[Cl:3][C:4]1[CH:9]=[CH:8][C:7]([C:10]2[C:15]([C:16]([NH:18][CH3:19])=[O:17])=[CH:14][N:13]=[CH:12][CH:11]=2)=[C:6](F)[CH:5]=1, predict the reaction product. The product is: [Cl:3][C:4]1[CH:9]=[CH:8][C:7]2[C:10]3[C:15](=[CH:14][N:13]=[CH:12][CH:11]=3)[C:16](=[O:17])[N:18]([CH3:19])[C:6]=2[CH:5]=1. (4) Given the reactants [CH:1]1([C:4]2[CH:5]=[CH:6][C:7]([C:15]([OH:17])=O)=[N:8][C:9]=2[S:10][CH2:11][CH:12]([CH3:14])[CH3:13])[CH2:3][CH2:2]1.[NH2:18][C@@H:19]([CH2:23][CH:24]([CH3:26])[CH3:25])[C:20]([NH2:22])=[O:21], predict the reaction product. The product is: [C:20]([C@@H:19]([NH:18][C:15]([C:7]1[CH:6]=[CH:5][C:4]([CH:1]2[CH2:2][CH2:3]2)=[C:9]([S:10][CH2:11][CH:12]([CH3:13])[CH3:14])[N:8]=1)=[O:17])[CH2:23][CH:24]([CH3:26])[CH3:25])(=[O:21])[NH2:22]. (5) Given the reactants S(O)(C)(=O)=O.[Cl:6][C:7]1[CH:8]=[C:9]([S:15][CH2:16][C:17](=O)[CH2:18][C:19]([O:21][CH3:22])=[O:20])[CH:10]=[C:11]([O:13][CH3:14])[CH:12]=1, predict the reaction product. The product is: [CH3:22][O:21][C:19](=[O:20])[CH2:18][C:17]1[C:8]2[C:7]([Cl:6])=[CH:12][C:11]([O:13][CH3:14])=[CH:10][C:9]=2[S:15][CH:16]=1.